Dataset: Forward reaction prediction with 1.9M reactions from USPTO patents (1976-2016). Task: Predict the product of the given reaction. Given the reactants [CH3:1][O:2][C:3]1[CH:4]=[C:5]2[C:10](=[CH:11][C:12]=1[O:13][CH3:14])[N:9]=[CH:8][CH:7]=[C:6]2[O:15][C:16]1[CH:22]=[CH:21][C:19]([NH2:20])=[C:18]([CH3:23])[C:17]=1[CH3:24].[CH3:25][O:26][C:27]1[CH:32]=[CH:31][CH:30]=[CH:29][C:28]=1[N:33]=[C:34]=[O:35].CO, predict the reaction product. The product is: [CH3:1][O:2][C:3]1[CH:4]=[C:5]2[C:10](=[CH:11][C:12]=1[O:13][CH3:14])[N:9]=[CH:8][CH:7]=[C:6]2[O:15][C:16]1[CH:22]=[CH:21][C:19]([NH:20][C:34]([NH:33][C:28]2[CH:29]=[CH:30][CH:31]=[CH:32][C:27]=2[O:26][CH3:25])=[O:35])=[C:18]([CH3:23])[C:17]=1[CH3:24].